This data is from Full USPTO retrosynthesis dataset with 1.9M reactions from patents (1976-2016). The task is: Predict the reactants needed to synthesize the given product. (1) Given the product [F:1][C:2]1[CH:7]=[CH:6][C:5]([CH:9]=[CH2:10])=[CH:4][N:3]=1, predict the reactants needed to synthesize it. The reactants are: [F:1][C:2]1[CH:7]=[CH:6][C:5](Br)=[CH:4][N:3]=1.[CH2:9]([Sn](CCCC)(CCCC)C=C)[CH2:10]CC. (2) Given the product [CH2:1]([O:3][C:4](=[O:18])[CH:5]([C:13]([O:15][CH2:16][CH3:17])=[O:14])[CH:6]([C:11]#[N:12])[CH2:7][CH:8]([CH3:10])[CH3:9])[CH3:2], predict the reactants needed to synthesize it. The reactants are: [CH2:1]([O:3][C:4](=[O:18])[CH:5]([C:13]([O:15][CH2:16][CH3:17])=[O:14])[C@H:6]([C:11]#[N:12])[CH2:7][CH:8]([CH3:10])[CH3:9])[CH3:2].CCO.[O-]CC.[Na+].